Task: Predict the reactants needed to synthesize the given product.. Dataset: Full USPTO retrosynthesis dataset with 1.9M reactions from patents (1976-2016) (1) Given the product [Si:14]([CH:2]([OH:1])[C@@H:3]1[O:7][C:6](=[O:8])[CH2:5][CH2:4]1)([C:27]([CH3:30])([CH3:29])[CH3:28])([C:21]1[CH:22]=[CH:23][CH:24]=[CH:25][CH:26]=1)[C:15]1[CH:20]=[CH:19][CH:18]=[CH:17][CH:16]=1, predict the reactants needed to synthesize it. The reactants are: [OH:1][CH2:2][C@@H:3]1[O:7][C:6](=[O:8])[CH2:5][CH2:4]1.N1C=CN=C1.[Si:14](Cl)([C:27]([CH3:30])([CH3:29])[CH3:28])([C:21]1[CH:26]=[CH:25][CH:24]=[CH:23][CH:22]=1)[C:15]1[CH:20]=[CH:19][CH:18]=[CH:17][CH:16]=1. (2) Given the product [S:8]1[C:12]2[CH:13]=[CH:14][CH:15]=[CH:16][C:11]=2[N:10]=[C:9]1[NH:17][C@H:18]([C:39]([OH:41])=[O:40])[CH2:19][C:20]1[CH:21]=[CH:22][C:23]([O:26][CH2:27][CH2:28][CH2:29][C:30](=[O:38])[NH:31][C:32]2[NH:33][CH2:34][CH2:35][CH2:36][N:37]=2)=[CH:24][CH:25]=1, predict the reactants needed to synthesize it. The reactants are: FC(F)(F)C(O)=O.[S:8]1[C:12]2[CH:13]=[CH:14][CH:15]=[CH:16][C:11]=2[N:10]=[C:9]1[NH:17][C@H:18]([C:39]([O:41]C(C)(C)C)=[O:40])[CH2:19][C:20]1[CH:25]=[CH:24][C:23]([O:26][CH2:27][CH2:28][CH2:29][C:30](=[O:38])[NH:31][C:32]2[NH:33][CH2:34][CH2:35][CH2:36][N:37]=2)=[CH:22][CH:21]=1.C1(C)C=CC=CC=1. (3) The reactants are: [C:1]([O:5][C:6]([NH:8][C@@H:9]([C:13]([CH3:16])([CH3:15])[CH3:14])[C:10]([OH:12])=[O:11])=[O:7])([CH3:4])([CH3:3])[CH3:2].CCN(C(C)C)C(C)C.Br[CH2:27][C:28]([C:30]1[CH:35]=[CH:34][C:33]([Br:36])=[CH:32][CH:31]=1)=[O:29]. Given the product [C:1]([O:5][C:6]([NH:8][C@@H:9]([C:13]([CH3:16])([CH3:15])[CH3:14])[C:10]([O:12][CH2:27][C:28]([C:30]1[CH:35]=[CH:34][C:33]([Br:36])=[CH:32][CH:31]=1)=[O:29])=[O:11])=[O:7])([CH3:4])([CH3:3])[CH3:2], predict the reactants needed to synthesize it. (4) Given the product [CH3:34][CH:35]([N:1]1[CH2:6][CH2:5][CH:4]([O:7][C:8]2[CH:9]=[CH:10][C:11]([CH:14]3[CH2:15][CH2:16][N:17]([C:20]([O:22][CH2:23][C:24]4[CH:25]=[CH:26][CH:27]=[CH:28][CH:29]=4)=[O:21])[CH2:18][CH2:19]3)=[CH:12][CH:13]=2)[CH2:3][CH2:2]1)[CH3:37], predict the reactants needed to synthesize it. The reactants are: [NH:1]1[CH2:6][CH2:5][CH:4]([O:7][C:8]2[CH:13]=[CH:12][C:11]([CH:14]3[CH2:19][CH2:18][N:17]([C:20]([O:22][CH2:23][C:24]4[CH:29]=[CH:28][CH:27]=[CH:26][CH:25]=4)=[O:21])[CH2:16][CH2:15]3)=[CH:10][CH:9]=2)[CH2:3][CH2:2]1.C(O)(=O)C.[CH3:34][C:35]([CH3:37])=O.C(O[BH-](OC(=O)C)OC(=O)C)(=O)C.[Na+].